Predict the product of the given reaction. From a dataset of Forward reaction prediction with 1.9M reactions from USPTO patents (1976-2016). (1) Given the reactants [C:1]([O:5][C:6]([N:8]([CH2:14][C:15]1[CH:20]=[C:19]([C:21]([O:23][CH2:24][CH3:25])=[O:22])[CH:18]=[CH:17][N:16]=1)[CH2:9][CH2:10][CH2:11][CH:12]=O)=[O:7])([CH3:4])([CH3:3])[CH3:2].[CH2:26]([NH:33][CH:34]1[CH2:36][CH2:35]1)[C:27]1[CH:32]=[CH:31][CH:30]=[CH:29][CH:28]=1, predict the reaction product. The product is: [CH2:26]([N:33]([CH:34]1[CH2:35][CH2:36]1)[CH2:12][CH2:11][CH2:10][CH2:9][N:8]([CH2:14][C:15]1[CH:20]=[C:19]([C:21]([O:23][CH2:24][CH3:25])=[O:22])[CH:18]=[CH:17][N:16]=1)[C:6]([O:5][C:1]([CH3:4])([CH3:3])[CH3:2])=[O:7])[C:27]1[CH:32]=[CH:31][CH:30]=[CH:29][CH:28]=1. (2) Given the reactants [Br:1][C:2]1[CH:7]=[CH:6][C:5](B2OC(C)(C)C(C)(C)O2)=[CH:4][C:3]=1[C:17]([F:20])([F:19])[F:18].CC(OC)(C)C.[C:27]1(=[O:32])[CH2:31][CH2:30][CH:29]=[CH:28]1, predict the reaction product. The product is: [Br:1][C:2]1[CH:7]=[CH:6][C:5]([C@@H:29]2[CH2:30][CH2:31][C:27](=[O:32])[CH2:28]2)=[CH:4][C:3]=1[C:17]([F:18])([F:19])[F:20]. (3) Given the reactants Cl.Cl.[O:3]1[CH2:8][CH2:7][CH:6]([CH2:9][C@@H:10]([C:12]([N:14]2[CH2:19][CH2:18][CH:17]([CH:20]3[CH2:25][CH2:24][N:23]([CH3:26])[CH2:22][CH2:21]3)[CH2:16][CH2:15]2)=[O:13])[NH2:11])[CH2:5][CH2:4]1.[NH:27]1[C:35]2[C:30](=[CH:31][CH:32]=[C:33]([C:36](O)=[O:37])[CH:34]=2)[CH:29]=[CH:28]1, predict the reaction product. The product is: [NH:27]1[C:35]2[C:30](=[CH:31][CH:32]=[C:33]([C:36]([NH:11][C@H:10]([C:12]([N:14]3[CH2:19][CH2:18][CH:17]([CH:20]4[CH2:21][CH2:22][N:23]([CH3:26])[CH2:24][CH2:25]4)[CH2:16][CH2:15]3)=[O:13])[CH2:9][CH:6]3[CH2:7][CH2:8][O:3][CH2:4][CH2:5]3)=[O:37])[CH:34]=2)[CH:29]=[CH:28]1. (4) Given the reactants [OH:1][C:2]1[C:18]([N+:19]([O-])=O)=[CH:17][CH:16]=[CH:15][C:3]=1[C:4]([N:6]1[CH2:10][CH2:9][CH2:8][C@@H:7]1[C:11]([O:13][CH3:14])=[O:12])=[O:5].[H][H], predict the reaction product. The product is: [NH2:19][C:18]1[C:2]([OH:1])=[C:3]([CH:15]=[CH:16][CH:17]=1)[C:4]([N:6]1[CH2:10][CH2:9][CH2:8][C@@H:7]1[C:11]([O:13][CH3:14])=[O:12])=[O:5]. (5) The product is: [Cl:12][C:13]1[CH:18]=[CH:17][C:16]([CH2:19][C:9](=[O:11])[CH2:8][C:6]#[N:7])=[CH:15][CH:14]=1. Given the reactants C([Mg]Cl)(C)C.[C:6]([CH2:8][C:9]([OH:11])=O)#[N:7].[Cl:12][C:13]1[CH:18]=[CH:17][C:16]([CH2:19]C(O)=O)=[CH:15][CH:14]=1.C1N=CN(C(N2C=NC=C2)=O)C=1, predict the reaction product. (6) Given the reactants [C:1]12([C:11]3[CH:30]=[CH:29][C:14]([O:15][CH2:16][C:17]([NH:19][C:20]4[CH:21]=[N:22][CH:23]=[C:24]([CH:28]=4)[C:25](O)=[O:26])=[O:18])=[CH:13][CH:12]=3)[CH2:10][CH:5]3[CH2:6][CH:7]([CH2:9][CH:3]([CH2:4]3)[CH2:2]1)[CH2:8]2.[N:31]1[CH:36]=[CH:35][C:34]([CH2:37][CH2:38][NH2:39])=[CH:33][CH:32]=1.C1CN([P+](ON2N=NC3C=CC=CC2=3)(N2CCCC2)N2CCCC2)CC1.F[P-](F)(F)(F)(F)F.CO, predict the reaction product. The product is: [C:1]12([C:11]3[CH:30]=[CH:29][C:14]([O:15][CH2:16][C:17]([NH:19][C:20]4[CH:21]=[N:22][CH:23]=[C:24]([CH:28]=4)[C:25]([NH:39][CH2:38][CH2:37][C:34]4[CH:35]=[CH:36][N:31]=[CH:32][CH:33]=4)=[O:26])=[O:18])=[CH:13][CH:12]=3)[CH2:10][CH:5]3[CH2:4][CH:3]([CH2:9][CH:7]([CH2:6]3)[CH2:8]1)[CH2:2]2. (7) Given the reactants Cl[C:2]1[CH:7]=[C:6]([C:8]2[CH:13]=[CH:12][C:11]([C:14]([F:17])([F:16])[F:15])=[CH:10][CH:9]=2)[N:5]=[CH:4][N:3]=1.[C:18]([NH:21][C:22]1[CH:23]=[C:24]([OH:28])[CH:25]=[CH:26][CH:27]=1)(=[O:20])[CH3:19].C([O-])([O-])=O.[K+].[K+].O, predict the reaction product. The product is: [F:15][C:14]([F:17])([F:16])[C:11]1[CH:12]=[CH:13][C:8]([C:6]2[N:5]=[CH:4][N:3]=[C:2]([O:28][C:24]3[CH:23]=[C:22]([NH:21][C:18](=[O:20])[CH3:19])[CH:27]=[CH:26][CH:25]=3)[CH:7]=2)=[CH:9][CH:10]=1. (8) Given the reactants [CH2:1]([N:8]1[C:13]([CH3:14])=[CH:12][C:11]([OH:15])=[CH:10][C:9]1=[O:16])[C:2]1[CH:7]=[CH:6][CH:5]=[CH:4][CH:3]=1.C(=O)([O-])[O-].[K+].[K+].[Br:23][C:24]1[CH:29]=[CH:28][C:27]([S:30](Cl)(=[O:32])=[O:31])=[CH:26][CH:25]=1.Cl, predict the reaction product. The product is: [Br:23][C:24]1[CH:29]=[CH:28][C:27]([S:30]([O:15][C:11]2[CH:12]=[C:13]([CH3:14])[N:8]([CH2:1][C:2]3[CH:3]=[CH:4][CH:5]=[CH:6][CH:7]=3)[C:9](=[O:16])[CH:10]=2)(=[O:32])=[O:31])=[CH:26][CH:25]=1. (9) Given the reactants [CH2:1]([C@@:5]1([CH2:31][CH3:32])[NH:11][C@H:10]([C:12]2[CH:17]=[CH:16][CH:15]=[CH:14][CH:13]=2)[C:9]2[CH:18]=[C:19]([O:27][CH3:28])[C:20]([CH2:22][CH2:23][C:24](O)=[O:25])=[CH:21][C:8]=2[S:7](=[O:30])(=[O:29])[CH2:6]1)[CH2:2][CH2:3][CH3:4].C(Cl)CCl.[CH3:37][S:38]([NH2:41])(=[O:40])=[O:39], predict the reaction product. The product is: [CH2:1]([C@@:5]1([CH2:31][CH3:32])[NH:11][C@H:10]([C:12]2[CH:13]=[CH:14][CH:15]=[CH:16][CH:17]=2)[C:9]2[CH:18]=[C:19]([O:27][CH3:28])[C:20]([CH2:22][CH2:23][C:24]([NH:41][S:38]([CH3:37])(=[O:40])=[O:39])=[O:25])=[CH:21][C:8]=2[S:7](=[O:29])(=[O:30])[CH2:6]1)[CH2:2][CH2:3][CH3:4].